Task: Predict which catalyst facilitates the given reaction.. Dataset: Catalyst prediction with 721,799 reactions and 888 catalyst types from USPTO (1) Reactant: [NH2:1][C:2]1[C:3]([C:9]([NH:11][C:12]2[CH:35]=[CH:34][CH:33]=[CH:32][C:13]=2[O:14][CH2:15][CH2:16][O:17][CH2:18][CH2:19][O:20][CH2:21][CH2:22][N:23]([CH3:31])[C:24](=[O:30])[O:25][C:26]([CH3:29])([CH3:28])[CH3:27])=[O:10])=[N:4][C:5](Br)=[CH:6][N:7]=1.[C:36]([C:39]1[CH:44]=[CH:43][C:42](B(O)O)=[CH:41][CH:40]=1)([OH:38])=[O:37].C(=O)([O-])[O-].[Na+].[Na+].CC#N. Product: [NH2:1][C:2]1[N:7]=[CH:6][C:5]([C:42]2[CH:43]=[CH:44][C:39]([C:36]([OH:38])=[O:37])=[CH:40][CH:41]=2)=[N:4][C:3]=1[C:9](=[O:10])[NH:11][C:12]1[CH:35]=[CH:34][CH:33]=[CH:32][C:13]=1[O:14][CH2:15][CH2:16][O:17][CH2:18][CH2:19][O:20][CH2:21][CH2:22][N:23]([CH3:31])[C:24](=[O:30])[O:25][C:26]([CH3:29])([CH3:28])[CH3:27]. The catalyst class is: 103. (2) Reactant: [F:1][C:2]1[CH:7]=[CH:6][C:5]([C:8]2[CH:9]=[CH:10][C:11]3[N:12]([C:14]([S:17][C:18]4[CH:36]=[CH:35][C:21]5[N:22]=[C:23]([NH:25][C:26](=[O:34])OC6C=CC=CC=6)[S:24][C:20]=5[CH:19]=4)=[CH:15][N:16]=3)[CH:13]=2)=[CH:4][CH:3]=1.[N:37]1([CH2:43][CH2:44][NH2:45])[CH2:42][CH2:41][O:40][CH2:39][CH2:38]1. Product: [F:1][C:2]1[CH:3]=[CH:4][C:5]([C:8]2[CH:9]=[CH:10][C:11]3[N:12]([C:14]([S:17][C:18]4[CH:36]=[CH:35][C:21]5[N:22]=[C:23]([NH:25][C:26]([NH:45][CH2:44][CH2:43][N:37]6[CH2:42][CH2:41][O:40][CH2:39][CH2:38]6)=[O:34])[S:24][C:20]=5[CH:19]=4)=[CH:15][N:16]=3)[CH:13]=2)=[CH:6][CH:7]=1. The catalyst class is: 7. (3) Reactant: C[O:2][C:3]([C:5]1[C:10]([NH:11][C:12](=[O:23])[CH2:13][C:14]2[C:19]([F:20])=[CH:18][C:17]([F:21])=[CH:16][C:15]=2[F:22])=[N:9][CH:8]=[C:7]([C:24]2[CH:29]=[CH:28][C:27]([F:30])=[CH:26][CH:25]=2)[N:6]=1)=O.C(=O)([O-])[O-].[K+].[K+].CN(C=O)C. The catalyst class is: 6. Product: [F:30][C:27]1[CH:26]=[CH:25][C:24]([C:7]2[N:6]=[C:5]3[C:3]([OH:2])=[C:13]([C:14]4[C:15]([F:22])=[CH:16][C:17]([F:21])=[CH:18][C:19]=4[F:20])[C:12](=[O:23])[NH:11][C:10]3=[N:9][CH:8]=2)=[CH:29][CH:28]=1. (4) Reactant: [CH2:1]([C:3]([CH3:6])=[N:4][OH:5])[CH3:2].[N:7]1[C:14](Cl)=[N:13][C:11](Cl)=[N:10][C:8]=1Cl. Product: [CH3:6]/[C:3](=[N:4]\[O:5][C:8]1[N:10]=[C:11]([O:5]/[N:4]=[C:3](/[CH3:6])\[CH2:1][CH3:2])[N:13]=[C:14]([O:5][N:4]=[C:3]([CH2:1][CH3:2])[CH3:6])[N:7]=1)/[CH2:1][CH3:2]. The catalyst class is: 17. (5) Reactant: F[C:2]1[CH:9]=[CH:8][CH:7]=[CH:6][C:3]=1[C:4]#[N:5].[Br:10][C:11]1[CH:16]=[CH:15][C:14]([OH:17])=[CH:13][CH:12]=1.C(=O)([O-])[O-].[K+].[K+]. Product: [Br:10][C:11]1[CH:16]=[CH:15][C:14]([O:17][C:2]2[CH:9]=[CH:8][CH:7]=[CH:6][C:3]=2[C:4]#[N:5])=[CH:13][CH:12]=1. The catalyst class is: 9.